From a dataset of Forward reaction prediction with 1.9M reactions from USPTO patents (1976-2016). Predict the product of the given reaction. (1) Given the reactants [NH2:1][C@H:2]([C:18]1[NH:22][C:21]2[CH:23]=[CH:24][CH:25]=[CH:26][C:20]=2[N:19]=1)[CH2:3][CH2:4][CH2:5][CH2:6][NH:7][C:8](=[O:17])[O:9][CH2:10][C:11]1[CH:16]=[CH:15][CH:14]=[CH:13][CH:12]=1.[F:27][C:28]1[CH:36]=[CH:35][C:31]([C:32](Cl)=[O:33])=[CH:30][CH:29]=1.CCN(CC)CC, predict the reaction product. The product is: [NH:22]1[C:21]2[CH:23]=[CH:24][CH:25]=[CH:26][C:20]=2[N:19]=[C:18]1[C@@H:2]([NH:1][C:32](=[O:33])[C:31]1[CH:35]=[CH:36][C:28]([F:27])=[CH:29][CH:30]=1)[CH2:3][CH2:4][CH2:5][CH2:6][NH:7][C:8](=[O:17])[O:9][CH2:10][C:11]1[CH:16]=[CH:15][CH:14]=[CH:13][CH:12]=1. (2) Given the reactants [NH2:1][C:2]1[S:6][N:5]=[C:4]([CH3:7])[C:3]=1[C:8]([NH:10][C:11]1[CH:12]=[N:13][C:14]([O:17][CH3:18])=[CH:15][CH:16]=1)=[O:9].I[C:20]1[CH:21]=[C:22]([CH:25]=[CH:26][N:27]=1)[C:23]#[N:24].C(=O)([O-])[O-].[Cs+].[Cs+].CC1(C)C2C(=C(P(C3C=CC=CC=3)C3C=CC=CC=3)C=CC=2)OC2C(P(C3C=CC=CC=3)C3C=CC=CC=3)=CC=CC1=2, predict the reaction product. The product is: [C:23]([C:22]1[CH:25]=[CH:26][N:27]=[C:20]([NH:1][C:2]2[S:6][N:5]=[C:4]([CH3:7])[C:3]=2[C:8]([NH:10][C:11]2[CH:12]=[N:13][C:14]([O:17][CH3:18])=[CH:15][CH:16]=2)=[O:9])[CH:21]=1)#[N:24]. (3) The product is: [Cl:1][C:2]1[N:3]=[CH:4][C:5]2[CH:10]=[C:9]([C:11]3[C:16]([Cl:17])=[CH:15][CH:14]=[CH:13][C:12]=3[Cl:18])[N:8]([CH2:20][CH:21]3[S:26][CH2:25][CH2:24][N:23]([C:27]([O:29][C:30]([CH3:31])([CH3:33])[CH3:32])=[O:28])[CH2:22]3)[C:6]=2[N:7]=1. Given the reactants [Cl:1][C:2]1[N:3]=[CH:4][C:5]2[CH:10]=[C:9]([C:11]3[C:16]([Cl:17])=[CH:15][CH:14]=[CH:13][C:12]=3[Cl:18])[NH:8][C:6]=2[N:7]=1.O[CH2:20][CH:21]1[S:26][CH2:25][CH2:24][N:23]([C:27]([O:29][C:30]([CH3:33])([CH3:32])[CH3:31])=[O:28])[CH2:22]1.CCN(C(C)C)C(C)C.C1C=CC(P(C2C=CC=CC=2)C2C=CC=CC=2)=CC=1.CC(OC(/N=N/C(OC(C)C)=O)=O)C, predict the reaction product.